Dataset: Forward reaction prediction with 1.9M reactions from USPTO patents (1976-2016). Task: Predict the product of the given reaction. (1) Given the reactants [CH2:1]([C:3]1[C:11]2[C:6](=[CH:7][CH:8]=[CH:9][C:10]=2[NH:12][C:13]([C:15]2[N:19]3[CH:20]=[CH:21][CH:22]=[CH:23][C:18]3=[N:17][CH:16]=2)=[O:14])[N:5]([CH2:24][C:25]2[CH:30]=[CH:29][CH:28]=[C:27]([OH:31])[N:26]=2)[N:4]=1)[CH3:2].[F:32][C@H:33]1[C@@H:38](OS(C)(=O)=O)[CH2:37][CH2:36][N:35]([C:44]([O:46][C:47]([CH3:50])([CH3:49])[CH3:48])=[O:45])[CH2:34]1.CS(OC1CCN(C(OC(C)(C)C)=O)CC1)(=O)=O.C([O-])([O-])=O.[Cs+].[Cs+], predict the reaction product. The product is: [CH2:1]([C:3]1[C:11]2[C:6](=[CH:7][CH:8]=[CH:9][C:10]=2[NH:12][C:13]([C:15]2[N:19]3[CH:20]=[CH:21][CH:22]=[CH:23][C:18]3=[N:17][CH:16]=2)=[O:14])[N:5]([CH2:24][C:25]2[N:26]=[C:27]([O:31][C@@H:38]3[CH2:37][CH2:36][N:35]([C:44]([O:46][C:47]([CH3:49])([CH3:48])[CH3:50])=[O:45])[CH2:34][C@H:33]3[F:32])[CH:28]=[CH:29][CH:30]=2)[N:4]=1)[CH3:2]. (2) Given the reactants C1(O[C:8](=O)[C:9]2[C:14]([CH3:15])=[C:13]([Br:16])[CH:12]=[C:11]([C:17]([CH3:20])([CH3:19])[CH3:18])[C:10]=2[OH:21])C=CC=CC=1.[NH2:23][C:24]1[CH:32]=[CH:31][CH:30]=[CH:29][C:25]=1[C:26]([NH2:28])=[O:27], predict the reaction product. The product is: [Br:16][C:13]1[C:14]([CH3:15])=[C:9]([C:8]2[NH:28][C:26](=[O:27])[C:25]3[C:24](=[CH:32][CH:31]=[CH:30][CH:29]=3)[N:23]=2)[C:10]([OH:21])=[C:11]([C:17]([CH3:18])([CH3:19])[CH3:20])[CH:12]=1. (3) Given the reactants [CH3:1][NH:2][NH2:3].CN(/[CH:7]=[C:8]1\[C:9](=O)[CH2:10][N:11]([C:13]([C:26]2[CH:31]=[CH:30][CH:29]=[CH:28][CH:27]=2)([C:20]2[CH:25]=[CH:24][CH:23]=[CH:22][CH:21]=2)[C:14]2[CH:19]=[CH:18][CH:17]=[CH:16][CH:15]=2)[CH2:12]\1)C, predict the reaction product. The product is: [CH3:1][N:2]1[C:9]2[CH2:10][N:11]([C:13]([C:26]3[CH:31]=[CH:30][CH:29]=[CH:28][CH:27]=3)([C:20]3[CH:21]=[CH:22][CH:23]=[CH:24][CH:25]=3)[C:14]3[CH:19]=[CH:18][CH:17]=[CH:16][CH:15]=3)[CH2:12][C:8]=2[CH:7]=[N:3]1.